This data is from Full USPTO retrosynthesis dataset with 1.9M reactions from patents (1976-2016). The task is: Predict the reactants needed to synthesize the given product. (1) Given the product [F:1][C:2]1[CH:3]=[CH:4][C:5]([O:27][CH3:28])=[C:6]([C:8]2[CH:13]=[CH:12][N:11]=[C:10]3[NH:14][C:15]([CH:17]4[CH2:18][CH2:19][N:20]([CH2:23][C:24]([NH:33][S:30]([CH3:29])(=[O:32])=[O:31])=[O:25])[CH2:21][CH2:22]4)=[CH:16][C:9]=23)[CH:7]=1, predict the reactants needed to synthesize it. The reactants are: [F:1][C:2]1[CH:3]=[CH:4][C:5]([O:27][CH3:28])=[C:6]([C:8]2[CH:13]=[CH:12][N:11]=[C:10]3[NH:14][C:15]([CH:17]4[CH2:22][CH2:21][N:20]([CH2:23][C:24](O)=[O:25])[CH2:19][CH2:18]4)=[CH:16][C:9]=23)[CH:7]=1.[CH3:29][S:30]([NH2:33])(=[O:32])=[O:31].C(N(C(C)C)C(C)C)C. (2) Given the product [C:1]1([C:7]([C:25]2[CH:30]=[CH:29][CH:28]=[CH:27][CH:26]=2)([C@@H:10]2[CH2:14][CH2:13][NH:12][CH2:11]2)[C:8]#[N:9])[CH:2]=[CH:3][CH:4]=[CH:5][CH:6]=1, predict the reactants needed to synthesize it. The reactants are: [C:1]1([C:7]([C:25]2[CH:30]=[CH:29][CH:28]=[CH:27][CH:26]=2)([C@@H:10]2[CH2:14][CH2:13][N:12](S(C3C=CC(C)=CC=3)(=O)=O)[CH2:11]2)[C:8]#[N:9])[CH:6]=[CH:5][CH:4]=[CH:3][CH:2]=1.Br.C1(O)C=CC=CC=1. (3) The reactants are: [C:1](#[N:8])[CH2:2][CH2:3][CH2:4][CH2:5][C:6]#[N:7].[C:9](O)(=O)[C:10]1C=CC(C(O)=O)=CC=1.P(=O)(O)(O)O. Given the product [C:6]([C:5]1[CH:10]=[CH:9][C:2]([C:1]#[N:8])=[CH:3][CH:4]=1)#[N:7], predict the reactants needed to synthesize it. (4) Given the product [Cl:1][C:2]1[CH:7]=[CH:6][N:5]([CH:8]2[CH2:13][CH2:12][CH2:11][CH2:10][CH:9]2[CH3:14])[C:4](=[O:15])[C:3]=1[CH:16]=[N:19][OH:20], predict the reactants needed to synthesize it. The reactants are: [Cl:1][C:2]1[CH:7]=[CH:6][N:5]([CH:8]2[CH2:13][CH2:12][CH2:11][CH2:10][CH:9]2[CH3:14])[C:4](=[O:15])[C:3]=1[CH:16]=O.Cl.[NH2:19][OH:20].C([O-])(=O)C.[Na+].